From a dataset of Catalyst prediction with 721,799 reactions and 888 catalyst types from USPTO. Predict which catalyst facilitates the given reaction. (1) Reactant: [F:1][C:2]([F:11])([F:10])[C:3]1[CH:8]=[CH:7][CH:6]=[CH:5][C:4]=1[OH:9].[OH-].[Na+].[I-:14].[Na+].Cl[O-].[Na+].Cl. Product: [I:14][C:7]1[CH:6]=[CH:5][C:4]([OH:9])=[C:3]([C:2]([F:10])([F:11])[F:1])[CH:8]=1. The catalyst class is: 430. (2) Reactant: O[C:2]1[CH:7]=[C:6]([CH3:8])[NH:5][C:4](=[O:9])[C:3]=1[C:10]#[N:11].P(Cl)(Cl)([Cl:14])=O.P(Cl)(Cl)(Cl)(Cl)Cl.[OH-].[NH4+]. Product: [Cl:14][C:2]1[CH:7]=[C:6]([CH3:8])[NH:5][C:4](=[O:9])[C:3]=1[C:10]#[N:11]. The catalyst class is: 146. (3) Reactant: [NH2:1][C:2]1[C:10]2[C:5](=[N:6][C:7](N3CCNCC3)=[CH:8][C:9]=2[CH2:11][CH2:12][CH3:13])[S:4][C:3]=1[C:20]([NH2:22])=[O:21].[CH3:23][N:24]1[CH2:30][CH2:29][CH2:28][C@H:25]1[CH2:26][OH:27].C([O-])([O-])=O.[Na+].[Na+]. Product: [NH2:1][C:2]1[C:10]2[C:5](=[N:6][C:7]([O:27][CH2:26][CH:25]3[CH2:28][CH2:29][CH2:30][N:24]3[CH3:23])=[CH:8][C:9]=2[CH2:11][CH2:12][CH3:13])[S:4][C:3]=1[C:20]([NH2:22])=[O:21]. The catalyst class is: 38. (4) Reactant: Cl[C:2]1[N:3]=[CH:4][C:5]2[N:11]([CH3:12])[C:10](=[O:13])[C:9]([F:15])([F:14])[CH2:8][N:7]([CH:16]([CH3:18])[CH3:17])[C:6]=2[N:19]=1.[NH2:20][C:21]1[C:36]([O:37][CH3:38])=[CH:35][C:24]([C:25]([NH:27][CH:28]2[CH2:33][CH2:32][N:31]([CH3:34])[CH2:30][CH2:29]2)=[O:26])=[C:23]([F:39])[CH:22]=1.S(=O)(=O)(O)O.C(=O)([O-])[O-].[Na+].[Na+]. Product: [F:14][C:9]1([F:15])[CH2:8][N:7]([CH:16]([CH3:18])[CH3:17])[C:6]2[N:19]=[C:2]([NH:20][C:21]3[C:36]([O:37][CH3:38])=[CH:35][C:24]([C:25]([NH:27][CH:28]4[CH2:33][CH2:32][N:31]([CH3:34])[CH2:30][CH2:29]4)=[O:26])=[C:23]([F:39])[CH:22]=3)[N:3]=[CH:4][C:5]=2[N:11]([CH3:12])[C:10]1=[O:13]. The catalyst class is: 97. (5) Reactant: F[C:2]1[CH:11]=[C:10]([C:12]2[N:17]=[C:16]3[N:18]([CH2:21][C:22]4[CH:23]=[C:24]5[C:29](=[CH:30][CH:31]=4)[N:28]=[CH:27][CH:26]=[CH:25]5)[N:19]=[N:20][C:15]3=[CH:14][CH:13]=2)[CH:9]=[CH:8][C:3]=1C(NC)=O.[CH3:32][O:33]C1C=CC(B(O)O)=CC=1.C(=O)([O-])[O-].[K+].[K+].O. Product: [CH3:32][O:33][C:3]1[CH:2]=[CH:11][C:10]([C:12]2[N:17]=[C:16]3[N:18]([CH2:21][C:22]4[CH:23]=[C:24]5[C:29](=[CH:30][CH:31]=4)[N:28]=[CH:27][CH:26]=[CH:25]5)[N:19]=[N:20][C:15]3=[CH:14][CH:13]=2)=[CH:9][CH:8]=1. The catalyst class is: 12. (6) Reactant: [Cl:1][CH2:2][C:3]1[CH:4]=[C:5]([CH:9]=[CH:10][CH:11]=1)[C:6](Cl)=[O:7].C[CH2:13][N:14](CC)[CH2:15]C.CNC.O. Product: [Cl:1][CH2:2][C:3]1[CH:4]=[C:5]([CH:9]=[CH:10][CH:11]=1)[C:6]([N:14]([CH3:15])[CH3:13])=[O:7]. The catalyst class is: 1. (7) Reactant: Br[C:2]1[CH:7]=[C:6]([C:8]([F:11])([F:10])[F:9])[CH:5]=[CH:4][C:3]=1[O:12][CH2:13][C:14]1[CH:19]=[CH:18][CH:17]=[CH:16][CH:15]=1.[Mg].C[O:22][B:23](OC)[O:24]C.O. Product: [CH2:13]([O:12][C:3]1[CH:4]=[CH:5][C:6]([C:8]([F:11])([F:10])[F:9])=[CH:7][C:2]=1[B:23]([OH:24])[OH:22])[C:14]1[CH:19]=[CH:18][CH:17]=[CH:16][CH:15]=1. The catalyst class is: 1.